This data is from NCI-60 drug combinations with 297,098 pairs across 59 cell lines. The task is: Regression. Given two drug SMILES strings and cell line genomic features, predict the synergy score measuring deviation from expected non-interaction effect. Drug 1: CC1=C(C=C(C=C1)NC2=NC=CC(=N2)N(C)C3=CC4=NN(C(=C4C=C3)C)C)S(=O)(=O)N.Cl. Drug 2: CC1=C2C(C(=O)C3(C(CC4C(C3C(C(C2(C)C)(CC1OC(=O)C(C(C5=CC=CC=C5)NC(=O)OC(C)(C)C)O)O)OC(=O)C6=CC=CC=C6)(CO4)OC(=O)C)O)C)O. Cell line: ACHN. Synergy scores: CSS=28.6, Synergy_ZIP=-7.87, Synergy_Bliss=-3.76, Synergy_Loewe=-4.42, Synergy_HSA=-2.68.